This data is from Reaction yield outcomes from USPTO patents with 853,638 reactions. The task is: Predict the reaction yield, written as a fraction of the theoretical maximum amount of product (1.0 means a 100% yield; for example, 0.34 means a 34% yield). (1) The reactants are [CH:1]1([Mg]Br)[CH2:3][CH2:2]1.Cl[C:7]1[CH:8]=[CH:9][C:10]2[N:11]([C:13]([CH2:20][N:21]3[CH2:25][CH:24]([CH2:26][CH2:27][CH3:28])[CH2:23][C:22]3=[O:29])=[C:14]([C:16]([F:19])([F:18])[F:17])[N:15]=2)[N:12]=1.Cl.C([O-])(O)=O.[Na+]. The catalyst is C1COCC1.C(CC(=O)C)(=O)C.[Fe+3]. The product is [CH:1]1([C:7]2[CH:8]=[CH:9][C:10]3[N:11]([C:13]([CH2:20][N:21]4[CH2:25][CH:24]([CH2:26][CH2:27][CH3:28])[CH2:23][C:22]4=[O:29])=[C:14]([C:16]([F:17])([F:19])[F:18])[N:15]=3)[N:12]=2)[CH2:3][CH2:2]1. The yield is 0.250. (2) The reactants are C(OC([N:8]1[CH2:11][CH:10]([C:12]2[C:17]([N:18]3[CH2:23][CH2:22][CH:21]([CH2:24][OH:25])[CH2:20][CH2:19]3)=[N:16][CH:15]=[CH:14][N:13]=2)[CH2:9]1)=O)(C)(C)C.[ClH:26].CO. No catalyst specified. The product is [ClH:26].[NH:8]1[CH2:11][CH:10]([C:12]2[C:17]([N:18]3[CH2:23][CH2:22][CH:21]([CH2:24][OH:25])[CH2:20][CH2:19]3)=[N:16][CH:15]=[CH:14][N:13]=2)[CH2:9]1. The yield is 0.980. (3) The reactants are [Cl:1][C:2]1[CH:3]=[C:4]([CH:7]=[CH:8][C:9]=1F)[CH:5]=[O:6].[OH:11][C:12]1[CH:20]=[CH:19][C:15]([C:16]([NH2:18])=[O:17])=[CH:14][CH:13]=1.C(=O)([O-])[O-].[K+].[K+].CC(N(C)C)=O. The catalyst is O. The product is [Cl:1][C:2]1[CH:3]=[C:4]([CH:5]=[O:6])[CH:7]=[CH:8][C:9]=1[O:11][C:12]1[CH:20]=[CH:19][C:15]([C:16]([NH2:18])=[O:17])=[CH:14][CH:13]=1. The yield is 0.940. (4) The product is [CH2:19]([O:21][C:22]1[CH:23]=[C:24]([N:5]2[C:6]([CH2:8][NH:9][C:10](=[O:16])[O:11][C:12]([CH3:14])([CH3:15])[CH3:13])=[CH:7][C:3]([C:2]([F:1])([F:17])[F:18])=[N:4]2)[CH:25]=[C:26]([CH3:28])[CH:27]=1)[CH3:20]. The catalyst is ClCCl.C([O-])(=O)C.[Cu+2].C([O-])(=O)C. The reactants are [F:1][C:2]([F:18])([F:17])[C:3]1[CH:7]=[C:6]([CH2:8][NH:9][C:10](=[O:16])[O:11][C:12]([CH3:15])([CH3:14])[CH3:13])[NH:5][N:4]=1.[CH2:19]([O:21][C:22]1[CH:23]=[C:24](B(O)O)[CH:25]=[C:26]([CH3:28])[CH:27]=1)[CH3:20].N1C=CC=CC=1. The yield is 0.940.